From a dataset of Retrosynthesis with 50K atom-mapped reactions and 10 reaction types from USPTO. Predict the reactants needed to synthesize the given product. (1) Given the product COc1cc2c(nc1C)N1[C@H](C)CN(C(=O)OC(C)(C)C)C[C@H]1C2, predict the reactants needed to synthesize it. The reactants are: CI.Cc1nc2c(cc1O)C[C@@H]1CN(C(=O)OC(C)(C)C)C[C@@H](C)N21. (2) Given the product Cc1ccc2c(c1)nc(C(C)(C)O)n2[C@H]1CC[C@@H](NCC2Cc3ccc(Cl)cc3C2)CC1, predict the reactants needed to synthesize it. The reactants are: Cc1ccc2c(c1)nc(C(C)(C)O)n2C1CCC(N)CC1.O=CC1Cc2ccc(Cl)cc2C1.